From a dataset of Peptide-MHC class I binding affinity with 185,985 pairs from IEDB/IMGT. Regression. Given a peptide amino acid sequence and an MHC pseudo amino acid sequence, predict their binding affinity value. This is MHC class I binding data. (1) The peptide sequence is RLPGPSDTPIL. The MHC is HLA-A24:02 with pseudo-sequence HLA-A24:02. The binding affinity (normalized) is 0.138. (2) The peptide sequence is YQPLLSNTL. The MHC is H-2-Db with pseudo-sequence H-2-Db. The binding affinity (normalized) is 0.234.